From a dataset of Full USPTO retrosynthesis dataset with 1.9M reactions from patents (1976-2016). Predict the reactants needed to synthesize the given product. (1) The reactants are: [C:1]1([C:7]2[C:11]3[CH2:12][NH:13][CH2:14][CH2:15][C:10]=3[NH:9][N:8]=2)[CH:6]=[CH:5][CH:4]=[CH:3][CH:2]=1.[C:16](Cl)([O:18][CH2:19][C:20]1[CH:25]=[CH:24][CH:23]=[CH:22][CH:21]=1)=[O:17]. Given the product [C:1]1([C:7]2[C:11]3[CH2:12][N:13]([C:16]([O:18][CH2:19][C:20]4[CH:25]=[CH:24][CH:23]=[CH:22][CH:21]=4)=[O:17])[CH2:14][CH2:15][C:10]=3[NH:9][N:8]=2)[CH:2]=[CH:3][CH:4]=[CH:5][CH:6]=1, predict the reactants needed to synthesize it. (2) Given the product [ClH:1].[CH3:40][C:33]1[CH:32]=[CH:31][C:30]([NH:29][C:2]2[N:7]=[C:6]([N:8]([CH3:28])[C:9]3[CH:27]=[CH:26][C:12]4[N:13]([CH3:25])[C:14]([NH:16][CH2:17][CH2:18][C:19]5[CH:24]=[CH:23][CH:22]=[CH:21][CH:20]=5)=[N:15][C:11]=4[CH:10]=3)[CH:5]=[CH:4][N:3]=2)=[CH:35][C:34]=1[S:36]([NH2:39])(=[O:38])=[O:37], predict the reactants needed to synthesize it. The reactants are: [Cl:1][C:2]1[N:7]=[C:6]([N:8]([CH3:28])[C:9]2[CH:27]=[CH:26][C:12]3[N:13]([CH3:25])[C:14]([NH:16][CH2:17][CH2:18][C:19]4[CH:24]=[CH:23][CH:22]=[CH:21][CH:20]=4)=[N:15][C:11]=3[CH:10]=2)[CH:5]=[CH:4][N:3]=1.[NH2:29][C:30]1[CH:31]=[CH:32][C:33]([CH3:40])=[C:34]([S:36]([NH2:39])(=[O:38])=[O:37])[CH:35]=1.